Dataset: Forward reaction prediction with 1.9M reactions from USPTO patents (1976-2016). Task: Predict the product of the given reaction. (1) Given the reactants [Na].[NH:2]1[CH:6]=[CH:5][N:4]=[CH:3]1.Br[CH2:8][C:9]([O:11][CH2:12][CH3:13])=[O:10], predict the reaction product. The product is: [N:2]1([CH2:8][C:9]([O:11][CH2:12][CH3:13])=[O:10])[CH:6]=[CH:5][N:4]=[CH:3]1. (2) Given the reactants [F:1][C:2]1[CH:7]=[CH:6][C:5]([CH:8]2[CH2:17][CH2:16][C:11]3(OCC[O:12]3)[CH2:10][CH2:9]2)=[CH:4][CH:3]=1, predict the reaction product. The product is: [F:1][C:2]1[CH:3]=[CH:4][C:5]([CH:8]2[CH2:9][CH2:10][C:11](=[O:12])[CH2:16][CH2:17]2)=[CH:6][CH:7]=1. (3) Given the reactants CN(C)C(=O)C.Br[C:8]1[C:9]([NH:15][C:16]2[CH:21]=[CH:20][CH:19]=[CH:18][C:17]=2[O:22][CH3:23])=[N:10][CH:11]=[C:12]([CH3:14])[CH:13]=1.C1CCN2C(=NCCC2)CC1, predict the reaction product. The product is: [CH3:23][O:22][C:17]1[CH:18]=[CH:19][CH:20]=[C:21]2[C:16]=1[NH:15][C:9]1[N:10]=[CH:11][C:12]([CH3:14])=[CH:13][C:8]2=1. (4) The product is: [F:23][C:20]1[CH:21]=[CH:22][C:17]([C:15]2[N:16]=[C:12]([CH:11]3[CH2:10][C:3]4[C:4]5[C:9](=[CH:8][CH:7]=[CH:6][CH:5]=5)[NH:1][C:2]=4[C:49]([C:46]4[N:45]=[C:44]([CH3:43])[O:48][N:47]=4)([C:51]4[CH:52]=[N:53][N:54]([CH3:56])[CH:55]=4)[NH:24]3)[NH:13][CH:14]=2)=[N:18][CH:19]=1. Given the reactants [NH:1]1[C:9]2[C:4](=[CH:5][CH:6]=[CH:7][CH:8]=2)[C:3]([CH2:10][CH:11]([NH2:24])[C:12]2[NH:13][CH:14]=[C:15]([C:17]3[CH:22]=[CH:21][C:20]([F:23])=[CH:19][N:18]=3)[N:16]=2)=[CH:2]1.C([O-])(=O)C.[Na+].[Si](OCC)(OCC)(OCC)OCC.[CH3:43][C:44]1[O:48][N:47]=[C:46]([C:49]([C:51]2[CH:52]=[N:53][N:54]([CH2:56]C)[CH:55]=2)=O)[N:45]=1.[OH-].[Na+], predict the reaction product. (5) Given the reactants Cl.[CH3:2][O:3][C:4](=[O:11])[C@H:5]([CH2:7][CH:8]([CH3:10])[CH3:9])[NH2:6].[N:12]1[CH:17]=CC=CC=1.C(Cl)(Cl)=[O:19].C1(C)C=CC=CC=1, predict the reaction product. The product is: [CH3:2][O:3][C:4](=[O:11])[C@:5]([N:12]=[C:17]=[O:19])([CH2:7][CH:8]([CH3:10])[CH3:9])[NH2:6]. (6) Given the reactants [F:1][C:2]1[CH:3]=[C:4]([C:33]2[C:34]([C:39]#[N:40])=[CH:35][CH:36]=[CH:37][CH:38]=2)[CH:5]=[CH:6][C:7]=1[CH2:8][C:9]1[C:10](=[O:32])[N:11]([C@H:21]2[CH2:26][CH2:25][C@H:24]([O:27][CH:28]([CH3:31])[CH2:29][OH:30])[CH2:23][CH2:22]2)[C:12]2[N:13]([N:18]=[CH:19][N:20]=2)[C:14]=1[CH2:15][CH2:16][CH3:17].[CH3:41]C(OI1(OC(C)=O)(OC(C)=O)OC(=O)C2C=CC=CC1=2)=O.C(=O)([O-])O.[Na+].S([O-])([O-])(=O)=S.[Na+].[Na+], predict the reaction product. The product is: [F:1][C:2]1[CH:3]=[C:4]([C:33]2[C:34]([C:39]#[N:40])=[CH:35][CH:36]=[CH:37][CH:38]=2)[CH:5]=[CH:6][C:7]=1[CH2:8][C:9]1[C:10](=[O:32])[N:11]([C@H:21]2[CH2:26][CH2:25][C@H:24]([O:27][CH:28]([CH:29]3[CH2:41][O:30]3)[CH3:31])[CH2:23][CH2:22]2)[C:12]2[N:13]([N:18]=[CH:19][N:20]=2)[C:14]=1[CH2:15][CH2:16][CH3:17].